Dataset: Catalyst prediction with 721,799 reactions and 888 catalyst types from USPTO. Task: Predict which catalyst facilitates the given reaction. (1) Reactant: [NH2:1][C:2]([NH2:4])=[S:3].C[O-].[Na+:7].CN(C)/[CH:10]=[CH:11]/[C:12](=O)[CH:13]([O:16][CH3:17])[O:14][CH3:15]. Product: [CH3:15][O:14][CH:13]([O:16][CH3:17])[C:12]1[CH:11]=[CH:10][N:4]=[C:2]([S-:3])[N:1]=1.[Na+:7]. The catalyst class is: 5. (2) Reactant: [NH2:1][C:2]1[N:7]=[C:6](OS(C(F)(F)F)(=O)=O)[C:5]([C:16]#[N:17])=[C:4]([C:18]2[O:19][CH:20]=[CH:21][CH:22]=2)[N:3]=1.[CH:23]([Sn](CCCC)(CCCC)CCCC)=[CH2:24].C(=O)([O-])[O-].[Na+].[Na+]. Product: [NH2:1][C:2]1[N:3]=[C:4]([C:18]2[O:19][CH:20]=[CH:21][CH:22]=2)[C:5]([C:16]#[N:17])=[C:6]([CH:23]=[CH2:24])[N:7]=1. The catalyst class is: 12. (3) Reactant: [CH2:1]([NH:4][C:5]1[S:6][C:7]([C:10]([NH:12][C:13]2[S:14][C:15]([C:18](=O)[NH:19][C:20]3[S:21][CH:22]=[C:23]([C:25]4[CH:30]=[CH:29][C:28]([CH3:31])=[CH:27][CH:26]=4)[N:24]=3)=[CH:16][N:17]=2)=O)=[CH:8][N:9]=1)[CH2:2][CH3:3]. Product: [CH2:1]([NH:4][C:5]1[S:6][C:7]([CH2:10][NH:12][C:13]2[S:14][C:15]([CH2:18][NH:19][C:20]3[S:21][CH:22]=[C:23]([C:25]4[CH:30]=[CH:29][C:28]([CH3:31])=[CH:27][CH:26]=4)[N:24]=3)=[CH:16][N:17]=2)=[CH:8][N:9]=1)[CH2:2][CH3:3]. The catalyst class is: 1. (4) Reactant: [Br:1][C:2]1[CH:3]=[C:4]([CH2:7][NH:8][CH2:9][CH:10]([CH3:12])[CH3:11])[S:5][CH:6]=1.[Cl:13][C:14]1[CH:19]=[CH:18][CH:17]=[CH:16][C:15]=1[S:20](Cl)(=[O:22])=[O:21].C(N(CC)C(C)C)(C)C. Product: [Br:1][C:2]1[CH:3]=[C:4]([CH2:7][N:8]([CH2:9][CH:10]([CH3:12])[CH3:11])[S:20]([C:15]2[CH:16]=[CH:17][CH:18]=[CH:19][C:14]=2[Cl:13])(=[O:22])=[O:21])[S:5][CH:6]=1. The catalyst class is: 4.